This data is from Forward reaction prediction with 1.9M reactions from USPTO patents (1976-2016). The task is: Predict the product of the given reaction. (1) Given the reactants C(OCC)(=O)C.[F:7][C:8]([F:19])([F:18])[C:9]1[CH:17]=[CH:16][C:12]([C:13](O)=O)=[CH:11][N:10]=1.C1C=CC(P([N:34]=[N+:35]=[N-:36])(C2C=CC=CC=2)=O)=CC=1, predict the reaction product. The product is: [F:7][C:8]([F:19])([F:18])[C:9]1[CH:17]=[CH:16][C:12]([CH2:13][N:34]=[N+:35]=[N-:36])=[CH:11][N:10]=1. (2) The product is: [OH:11][CH:4]1[CH2:3][C:2]([CH3:12])([CH3:1])[N:7]([O:35][C:22](=[N:23][C:24]2[CH:25]=[CH:26][C:27]([CH3:30])=[CH:28][CH:29]=2)[NH:21][C:18]2[CH:19]=[CH:20][C:15]([CH3:31])=[CH:16][CH:17]=2)[C:6]([CH3:10])([CH3:9])[CH2:5]1. Given the reactants [CH3:1][C:2]1([CH3:12])[N:7]([O])[C:6]([CH3:10])([CH3:9])[CH2:5][CH:4]([OH:11])[CH2:3]1.[H][H].[C:15]1([CH3:31])[CH:20]=[CH:19][C:18]([N:21]=[C:22]=[N:23][C:24]2[CH:29]=[CH:28][C:27]([CH3:30])=[CH:26][CH:25]=2)=[CH:17][CH:16]=1.C1C[O:35]CC1, predict the reaction product.